Dataset: Full USPTO retrosynthesis dataset with 1.9M reactions from patents (1976-2016). Task: Predict the reactants needed to synthesize the given product. Given the product [CH:13]1([C:16]2[S:48][C:19]3[N:20]([CH2:33][C:34]4[CH:35]=[CH:36][C:37]([C:40]5[CH:45]=[CH:44][CH:43]=[CH:42][C:41]=5[C:46]5[NH:3][C:4](=[O:7])[O:5][N:47]=5)=[CH:38][CH:39]=4)[C:21](=[O:32])[N:22]([CH2:25][CH:26]([OH:31])[C:27]([CH3:28])([CH3:30])[CH3:29])[C:23](=[O:24])[C:18]=3[CH:17]=2)[CH2:15][CH2:14]1, predict the reactants needed to synthesize it. The reactants are: [Cl-].O[NH3+:3].[C:4](=[O:7])([O-])[OH:5].[Na+].CS(C)=O.[CH:13]1([C:16]2[S:48][C:19]3[N:20]([CH2:33][C:34]4[CH:39]=[CH:38][C:37]([C:40]5[C:41]([C:46]#[N:47])=[CH:42][CH:43]=[CH:44][CH:45]=5)=[CH:36][CH:35]=4)[C:21](=[O:32])[N:22]([CH2:25][CH:26]([OH:31])[C:27]([CH3:30])([CH3:29])[CH3:28])[C:23](=[O:24])[C:18]=3[CH:17]=2)[CH2:15][CH2:14]1.